This data is from Full USPTO retrosynthesis dataset with 1.9M reactions from patents (1976-2016). The task is: Predict the reactants needed to synthesize the given product. Given the product [C:24]([O:23][C:21]([NH:20][C@@:13]12[CH2:14][CH2:15][C@H:16]([F:19])[C@@H:17]1[CH2:18][NH:11][CH2:12]2)=[O:22])([CH3:27])([CH3:25])[CH3:26], predict the reactants needed to synthesize it. The reactants are: C(OC([N:11]1[CH2:18][C@@H:17]2[C@@:13]([NH:20][C:21]([O:23][C:24]([CH3:27])([CH3:26])[CH3:25])=[O:22])([CH2:14][CH2:15][C@@H:16]2[F:19])[CH2:12]1)=O)C1C=CC=CC=1.[H][H].